The task is: Regression. Given a target protein amino acid sequence and a drug SMILES string, predict the binding affinity score between them. We predict pKi (pKi = -log10(Ki in M); higher means stronger inhibition). Dataset: bindingdb_ki.. This data is from Drug-target binding data from BindingDB using Ki measurements. (1) The drug is COc1ccccc1N1CCN(CCCCNC(=O)c2ccc3ccccc3c2)CC1. The target protein (P22909) has sequence MGSLQPDAGNSSWNGTEAPGGGTRATPYSLQVTLTLVCLAGLLMLFTVFGNVLVIIAVFTSRALKAPQNLFLVSLASADILVATLVIPFSLANEVMGYWYFGKVWCEIYLALDVLFCTSSIVHLCAISLDRYWSITQAIEYNLKRTPRRIKAIIVTVWVISAVISFPPLISIEKKGAGGGQQPAEPSCKINDQKWYVISSSIGSFFAPCLIMILVYVRIYQIAKRRTRVPPSRRGPDACSAPPGGADRRPNGLGPERGAGTAGAEAEPLPTQLNGAPGEPAPTRPRDGDALDLEESSSSEHAERPQGPGKPERGPRAKGKTKASQVKPGDSLPRRGPGAAGPGASGSGQGEERAGGAKASRWRGRQNREKRFTFVLAVVIGVFVVCWFPFFFTYTLIAVGCPVPYQLFNFFFWFGYCNSSLNPVIYTIFNHDFRRAFKKILCRGDRKRIV. The pKi is 7.1. (2) The small molecule is CNc1nn2c(C)c3c(nc2c1S(=O)(=O)c1ccccc1)CCN(C)C3. The target protein (P50406) has sequence MVPEPGPTANSTPAWGAGPPSAPGGSGWVAAALCVVIALTAAANSLLIALICTQPALRNTSNFFLVSLFTSDLMVGLVVMPPAMLNALYGRWVLARGLCLLWTAFDVMCCSASILNLCLISLDRYLLILSPLRYKLRMTPLRALALVLGAWSLAALASFLPLLLGWHELGHARPPVPGQCRLLASLPFVLVASGLTFFLPSGAICFTYCRILLAARKQAVQVASLTTGMASQASETLQVPRTPRPGVESADSRRLATKHSRKALKASLTLGILLGMFFVTWLPFFVANIVQAVCDCISPGLFDVLTWLGYCNSTMNPIIYPLFMRDFKRALGRFLPCPRCPRERQASLASPSLRTSHSGPRPGLSLQQVLPLPLPPDSDSDSDAGSGGSSGLRLTAQLLLPGEATQDPPLPTRAAAAVNFFNIDPAEPELRPHPLGIPTN. The pKi is 9.1. (3) The small molecule is O=C([O-])O. The target protein sequence is MKAFLGALEFQENEYEELKELYESLKTKQKPHTLFISCVDSRVVPNLITGTKPGELYVIRNMGNVIPPKTSHKESLSTMASIEYAIVHVGVQNLIICGHSDCGACGSTHLINDGXTKAKTPYIADWIQFLEPIKEELKNHPQFSNHFAKRSWLTERLNVRLQLNNLLSYDFIQERVVNNELKIFGWHYIIETGRIYNYNFESHFFEPIXETXKQRKSHENF. The pKi is 3.3. (4) The small molecule is Cl[Au](Cl)Cl. The target protein (Q94715) has sequence MKQFLTAAIVTLLMTAGYYHLQEDDTNDFERWALKNNKFYTESEKLYRMEIYNSNKRMIEEHNQREDVTYQMGENQFMTLSHEEFVDLYLQKSDSSVNIMGASLPEVQLEGLGAVDWRNYTTVKEQGQCASGWAFSVSNSLEAWYAIRGFQKINASTQQIVDCDYNNTGCSGGYNAYAMEYVLRVGLVSSTNYPYVAKNQTCKQSRNGTYFINGYSFVGGSQSNLQYYLNNYPISVGVEASNWQFYRSGLFSNCSSNGTNHYALAVGFDSANNWIVQNSWGTQWGESGNIRLYPQNTCGILNYPYQVY. The pKi is 4.2. (5) The small molecule is N=C(N)c1cccc(C[C@H](NS(=O)(=O)Cc2ccc3ccccc3c2)C(=O)N2CCN(C(=O)CCN=C(N)N)CC2)c1. The pKi is 4.4. The target protein (P00749) has sequence MRALLARLLLCVLVVSDSKGSNELHQVPSNCDCLNGGTCVSNKYFSNIHWCNCPKKFGGQHCEIDKSKTCYEGNGHFYRGKASTDTMGRPCLPWNSATVLQQTYHAHRSDALQLGLGKHNYCRNPDNRRRPWCYVQVGLKPLVQECMVHDCADGKKPSSPPEELKFQCGQKTLRPRFKIIGGEFTTIENQPWFAAIYRRHRGGSVTYVCGGSLISPCWVISATHCFIDYPKKEDYIVYLGRSRLNSNTQGEMKFEVENLILHKDYSADTLAHHNDIALLKIRSKEGRCAQPSRTIQTICLPSMYNDPQFGTSCEITGFGKENSTDYLYPEQLKMTVVKLISHRECQQPHYYGSEVTTKMLCAADPQWKTDSCQGDSGGPLVCSLQGRMTLTGIVSWGRGCALKDKPGVYTRVSHFLPWIRSHTKEENGLAL.